From a dataset of NCI-60 drug combinations with 297,098 pairs across 59 cell lines. Regression. Given two drug SMILES strings and cell line genomic features, predict the synergy score measuring deviation from expected non-interaction effect. (1) Drug 1: C1CC(C1)(C(=O)O)C(=O)O.[NH2-].[NH2-].[Pt+2]. Drug 2: CNC(=O)C1=NC=CC(=C1)OC2=CC=C(C=C2)NC(=O)NC3=CC(=C(C=C3)Cl)C(F)(F)F. Cell line: T-47D. Synergy scores: CSS=29.5, Synergy_ZIP=2.89, Synergy_Bliss=1.52, Synergy_Loewe=-2.77, Synergy_HSA=2.06. (2) Drug 1: C1CC(=O)NC(=O)C1N2CC3=C(C2=O)C=CC=C3N. Drug 2: COC1=NC(=NC2=C1N=CN2C3C(C(C(O3)CO)O)O)N. Cell line: TK-10. Synergy scores: CSS=2.26, Synergy_ZIP=0.772, Synergy_Bliss=3.55, Synergy_Loewe=1.18, Synergy_HSA=0.446. (3) Drug 2: CN1C2=C(C=C(C=C2)N(CCCl)CCCl)N=C1CCCC(=O)O.Cl. Drug 1: CN(C)C1=NC(=NC(=N1)N(C)C)N(C)C. Cell line: OVCAR-4. Synergy scores: CSS=-11.2, Synergy_ZIP=2.42, Synergy_Bliss=-6.60, Synergy_Loewe=-10.8, Synergy_HSA=-10.6. (4) Drug 1: CC(C)(C#N)C1=CC(=CC(=C1)CN2C=NC=N2)C(C)(C)C#N. Drug 2: CC1=C(C=C(C=C1)C(=O)NC2=CC(=CC(=C2)C(F)(F)F)N3C=C(N=C3)C)NC4=NC=CC(=N4)C5=CN=CC=C5. Cell line: BT-549. Synergy scores: CSS=-4.37, Synergy_ZIP=0.343, Synergy_Bliss=-8.11, Synergy_Loewe=-16.2, Synergy_HSA=-12.4.